This data is from Reaction yield outcomes from USPTO patents with 853,638 reactions. The task is: Predict the reaction yield, written as a fraction of the theoretical maximum amount of product (1.0 means a 100% yield; for example, 0.34 means a 34% yield). (1) The reactants are [C:1]1([C:7]2[NH:11][CH:10]=[C:9]([C:12](OCC)=[O:13])[CH:8]=2)[CH:6]=[CH:5][CH:4]=[CH:3][CH:2]=1.[H-].C([Al+]CC(C)C)C(C)C.O. The catalyst is O1CCCC1.C1(C)C=CC=CC=1. The product is [C:1]1([C:7]2[NH:11][CH:10]=[C:9]([CH2:12][OH:13])[CH:8]=2)[CH:6]=[CH:5][CH:4]=[CH:3][CH:2]=1. The yield is 0.870. (2) The reactants are [N+:1]([O-:4])(O)=[O:2].[CH3:5][C:6]1[CH:14]=[CH:13][C:9]2[NH:10][N:11]=[N:12][C:8]=2[CH:7]=1. The catalyst is S(=O)(=O)(O)O. The product is [N+:1]([C:7]1[C:8]2[N:12]=[N:11][NH:10][C:9]=2[CH:13]=[CH:14][C:6]=1[CH3:5])([O-:4])=[O:2]. The yield is 0.940. (3) The reactants are [C:1]([C:3]1[CH:8]=[N:7][N:6]2[CH:9]=[C:10]([C:12]([O:14][CH2:15][CH3:16])=[O:13])[CH:11]=[C:5]2[C:4]=1O)#[N:2].O=P(Cl)(Cl)[Cl:20]. No catalyst specified. The product is [Cl:20][C:4]1[C:5]2[N:6]([CH:9]=[C:10]([C:12]([O:14][CH2:15][CH3:16])=[O:13])[CH:11]=2)[N:7]=[CH:8][C:3]=1[C:1]#[N:2]. The yield is 0.480. (4) The reactants are C(=O)([O-])[O-].[Na+].[Na+].[Cl:7][C:8]1[N:13]=[C:12](Cl)[CH:11]=[C:10]([CH3:15])[N:9]=1.[NH2:16][C:17]1[NH:21][N:20]=[C:19]([CH3:22])[CH:18]=1. The catalyst is C(O)C. The product is [Cl:7][C:8]1[N:13]=[C:12]([NH:16][C:17]2[CH:18]=[C:19]([CH3:22])[NH:20][N:21]=2)[CH:11]=[C:10]([CH3:15])[N:9]=1. The yield is 0.330. (5) The reactants are [Br:1][C:2]1[C:3]([C:9]([F:12])([F:11])[F:10])=[CH:4][C:5](Cl)=[N:6][CH:7]=1.[CH2:13]([O-:15])[CH3:14].[Na+]. The catalyst is CCO. The product is [Br:1][C:2]1[C:3]([C:9]([F:12])([F:11])[F:10])=[CH:4][C:5]([O:15][CH2:13][CH3:14])=[N:6][CH:7]=1. The yield is 0.670. (6) The reactants are [C:1]([NH:5][C:6]1[CH:11]=[CH:10][C:9]([N+:12]([O-:14])=[O:13])=[CH:8][CH:7]=1)([CH3:4])([CH3:3])[CH3:2].[Br:15]Br. The catalyst is CC(O)=O. The product is [Br:15][C:11]1[CH:10]=[C:9]([N+:12]([O-:14])=[O:13])[CH:8]=[CH:7][C:6]=1[NH:5][C:1]([CH3:4])([CH3:2])[CH3:3]. The yield is 0.430.